This data is from Full USPTO retrosynthesis dataset with 1.9M reactions from patents (1976-2016). The task is: Predict the reactants needed to synthesize the given product. (1) Given the product [CH2:15]([N:3]([CH2:1][CH3:2])[C:4]1[CH:9]=[CH:8][C:7]([F:10])=[C:6]([NH2:11])[C:5]=1[NH2:14])[CH3:16], predict the reactants needed to synthesize it. The reactants are: [CH2:1]([N:3]([CH2:15][CH3:16])[C:4]1[C:5]([NH2:14])=[C:6]([N+:11]([O-])=O)[C:7]([F:10])=[CH:8][CH:9]=1)[CH3:2]. (2) The reactants are: [F:1][C:2]1[CH:3]=[C:4]([C:12](=O)[CH2:13][C:14](=O)[C:15]([F:18])([F:17])[F:16])[CH:5]=[CH:6][C:7]=1[C:8]([F:11])([F:10])[F:9].[NH2:21][C:22]1[C:26]([C:27]2[CH:28]=[N:29][CH:30]=[CH:31][CH:32]=2)=[CH:25][NH:24][N:23]=1. Given the product [F:1][C:2]1[CH:3]=[C:4]([C:12]2[CH:13]=[C:14]([C:15]([F:18])([F:17])[F:16])[N:23]3[N:24]=[CH:25][C:26]([C:27]4[CH:28]=[N:29][CH:30]=[CH:31][CH:32]=4)=[C:22]3[N:21]=2)[CH:5]=[CH:6][C:7]=1[C:8]([F:11])([F:10])[F:9], predict the reactants needed to synthesize it. (3) Given the product [C:1]([O:5][C@@H:6]([C:12]1[C:13]([CH3:34])=[N:14][C:15]([CH3:33])=[C:16]([C:26]2[CH:27]=[CH:28][C:29]([O:45][CH2:44][CH2:43][C:39]3[CH:40]=[CH:41][CH:42]=[C:37]([O:36][CH3:35])[CH:38]=3)=[CH:30][CH:31]=2)[C:17]=1[N:18]1[CH2:19][CH2:20][C:21]([CH3:25])([CH3:24])[CH2:22][CH2:23]1)[C:7]([OH:9])=[O:8])([CH3:4])([CH3:2])[CH3:3], predict the reactants needed to synthesize it. The reactants are: [C:1]([O:5][C@@H:6]([C:12]1[C:13]([CH3:34])=[N:14][C:15]([CH3:33])=[C:16]([C:26]2[CH:31]=[CH:30][C:29](O)=[CH:28][CH:27]=2)[C:17]=1[N:18]1[CH2:23][CH2:22][C:21]([CH3:25])([CH3:24])[CH2:20][CH2:19]1)[C:7]([O:9]CC)=[O:8])([CH3:4])([CH3:3])[CH3:2].[CH3:35][O:36][C:37]1[CH:38]=[C:39]([CH2:43][CH2:44][OH:45])[CH:40]=[CH:41][CH:42]=1.C1C=CC(P(C2C=CC=CC=2)C2C=CC=CC=2)=CC=1.CCOC(/N=N/C(OCC)=O)=O.[OH-].[Na+]. (4) Given the product [CH3:27][NH:28][C:11]([C:8]1[N:7]=[C:6]([C:14]2[CH:15]=[N:16][CH:17]=[CH:18][CH:19]=2)[N:5]=[C:4]2[C:9]=1[NH:10][C:2](=[O:1])[N:3]2[C:20]1[CH:25]=[CH:24][CH:23]=[CH:22][CH:21]=1)=[O:13], predict the reactants needed to synthesize it. The reactants are: [O:1]=[C:2]1[NH:10][C:9]2[C:4](=[N:5][C:6]([C:14]3[CH:15]=[N:16][CH:17]=[CH:18][CH:19]=3)=[N:7][C:8]=2[C:11]([OH:13])=O)[N:3]1[C:20]1[CH:25]=[CH:24][CH:23]=[CH:22][CH:21]=1.O=[C:27]1NC2C(=NC(C3C=NC=CC=3)=NC=2C(N)=O)[N:28]1C1C=CC=CC=1. (5) The reactants are: CC([O-])(C)C.[Na+].Br[C:8]1[CH:9]=[C:10]([C:14]2[N:23]([C:24]3[CH:29]=[CH:28][C:27]([Cl:30])=[CH:26][CH:25]=3)[C:22](=[O:31])[C:21]3[C:16](=[CH:17][CH:18]=[CH:19][CH:20]=3)[N:15]=2)[CH:11]=[N:12][CH:13]=1.[NH:32]([CH2:35][CH3:36])[CH2:33][CH3:34]. Given the product [Cl:30][C:27]1[CH:28]=[CH:29][C:24]([N:23]2[C:22](=[O:31])[C:21]3[C:16](=[CH:17][CH:18]=[CH:19][CH:20]=3)[N:15]=[C:14]2[C:10]2[CH:11]=[N:12][CH:13]=[C:8]([N:32]([CH2:35][CH3:36])[CH2:33][CH3:34])[CH:9]=2)=[CH:25][CH:26]=1, predict the reactants needed to synthesize it. (6) Given the product [CH3:1][C@H:2]1[CH2:3][NH:4][CH2:5][CH2:6][N:7]1[C:22]([C:20]1[CH:19]=[CH:18][N:17]=[C:16]([CH3:15])[CH:21]=1)=[O:24], predict the reactants needed to synthesize it. The reactants are: [CH3:1][C@@H:2]1[NH:7][CH2:6][CH2:5][N:4](C(OC(C)(C)C)=O)[CH2:3]1.[CH3:15][C:16]1[CH:21]=[C:20]([C:22]([OH:24])=O)[CH:19]=[CH:18][N:17]=1.CN(C(ON1N=NC2C=CC=CC1=2)=[N+](C)C)C.F[P-](F)(F)(F)(F)F.CCN(C(C)C)C(C)C. (7) Given the product [CH3:1][O:2][C:3]([C:5]1[C:14]([OH:15])=[C:13]2[C:8]([CH:9]=[CH:10][C:11](=[O:23])[N:12]2[CH2:16][C:17]2[CH:22]=[CH:21][CH:20]=[CH:19][CH:18]=2)=[C:7]([CH3:25])[N:6]=1)=[O:4], predict the reactants needed to synthesize it. The reactants are: [CH3:1][O:2][C:3]([C:5]1[C:14]([OH:15])=[C:13]2[C:8]([CH:9]=[CH:10][C:11](=[O:23])[N:12]2[CH2:16][C:17]2[CH:22]=[CH:21][CH:20]=[CH:19][CH:18]=2)=[C:7](I)[N:6]=1)=[O:4].[CH3:25][Sn](C)(C)C.CCOC(C)=O.Cl.